This data is from Forward reaction prediction with 1.9M reactions from USPTO patents (1976-2016). The task is: Predict the product of the given reaction. (1) Given the reactants Br[CH2:2][C:3]1[C:12]2[C:7](=[C:8]([F:14])[C:9](F)=[CH:10][CH:11]=2)[NH:6][C:5](=[O:15])[CH:4]=1.[Cl:16][C:17]1[CH:18]=[C:19]([CH:21]=[CH:22][C:23]=1[O:24][CH3:25])[NH2:20].[CH3:26][C:27]1[N:28]=[CH:29][S:30][C:31]=1[C:32](O)=[O:33], predict the reaction product. The product is: [Cl:16][C:17]1[CH:18]=[C:19]([N:20]([CH2:2][C:3]2[C:12]3[C:7](=[C:8]([F:14])[CH:9]=[CH:10][CH:11]=3)[NH:6][C:5](=[O:15])[CH:4]=2)[C:32]([C:31]2[S:30][CH:29]=[N:28][C:27]=2[CH3:26])=[O:33])[CH:21]=[CH:22][C:23]=1[O:24][CH3:25]. (2) Given the reactants [C:1](OC1C=CC(C2C=CC=CC=2)=CC=1)(=[O:4])[C:2]#[CH:3].[C:18]1([SH:24])[CH:23]=[CH:22][CH:21]=[CH:20][CH:19]=1.C(O)(=O)C#C.C1CCC(N=C=NC2CCCCC2)CC1, predict the reaction product. The product is: [C:1](=[O:4])([S:24][C:18]1[CH:23]=[CH:22][CH:21]=[CH:20][CH:19]=1)[C:2]#[CH:3]. (3) The product is: [Cl:21][C:16]1[CH:15]=[C:14]([C:12]2[CH:13]=[C:8]([CH:7]=[O:36])[C:9]([OH:30])=[C:10]([C:22]3[CH:27]=[CH:26][C:25]([Cl:28])=[C:24]([Cl:29])[CH:23]=3)[CH:11]=2)[CH:19]=[CH:18][C:17]=1[Cl:20]. Given the reactants Cl.C(N[CH2:7][C:8]1[C:9]([OH:30])=[C:10]([C:22]2[CH:27]=[CH:26][C:25]([Cl:28])=[C:24]([Cl:29])[CH:23]=2)[CH:11]=[C:12]([C:14]2[CH:19]=[CH:18][C:17]([Cl:20])=[C:16]([Cl:21])[CH:15]=2)[CH:13]=1)(C)(C)C.BrC1C=C(Br)C=C(C=[O:36])C=1O, predict the reaction product. (4) Given the reactants [H-].[Na+].[CH3:3][CH:4]1[CH2:9][CH2:8][N:7]([C:10]([C:12]2[CH:20]=[CH:19][C:18]3[NH:17][C:16]4[CH2:21][CH2:22][N:23]([C:25]([O:27][C:28]([CH3:31])([CH3:30])[CH3:29])=[O:26])[CH2:24][C:15]=4[C:14]=3[CH:13]=2)=[O:11])[CH2:6][CH2:5]1.Cl[CH2:33][C:34]([N:36]([CH3:38])[CH3:37])=[O:35], predict the reaction product. The product is: [CH3:37][N:36]([CH3:38])[C:34](=[O:35])[CH2:33][N:17]1[C:18]2[CH:19]=[CH:20][C:12]([C:10]([N:7]3[CH2:8][CH2:9][CH:4]([CH3:3])[CH2:5][CH2:6]3)=[O:11])=[CH:13][C:14]=2[C:15]2[CH2:24][N:23]([C:25]([O:27][C:28]([CH3:30])([CH3:29])[CH3:31])=[O:26])[CH2:22][CH2:21][C:16]1=2.